Dataset: Reaction yield outcomes from USPTO patents with 853,638 reactions. Task: Predict the reaction yield, written as a fraction of the theoretical maximum amount of product (1.0 means a 100% yield; for example, 0.34 means a 34% yield). (1) The reactants are O=[C:2]([C:9]1[CH:14]=[CH:13][N:12]=[CH:11][N:10]=1)[CH2:3][C:4]([O:6]CC)=O.[CH3:15][NH:16][C:17]([NH2:19])=[S:18].N12CCCN=C1CCCCC2. The catalyst is C(O)C. The product is [SH:18][C:17]1[N:16]([CH3:15])[C:4](=[O:6])[CH:3]=[C:2]([C:9]2[CH:14]=[CH:13][N:12]=[CH:11][N:10]=2)[N:19]=1. The yield is 0.830. (2) The reactants are [CH2:1]([O:3][C:4](=[O:20])[CH2:5][S:6]([C:9]1[CH:14]=[CH:13][C:12]([O:15][CH2:16][C:17]#[C:18][CH3:19])=[CH:11][CH:10]=1)(=[O:8])=[O:7])[CH3:2].Cl.[N:22]1[CH:27]=[CH:26][CH:25]=[C:24]([CH2:28][N:29]([CH2:33][CH2:34]Cl)[CH2:30][CH2:31]Cl)[CH:23]=1. No catalyst specified. The product is [CH2:16]([O:15][C:12]1[CH:11]=[CH:10][C:9]([S:6]([C:5]2([C:4]([O:3][CH2:1][CH3:2])=[O:20])[CH2:34][CH2:33][N:29]([CH2:28][C:24]3[CH:23]=[N:22][CH:27]=[CH:26][CH:25]=3)[CH2:30][CH2:31]2)(=[O:7])=[O:8])=[CH:14][CH:13]=1)[C:17]#[C:18][CH3:19]. The yield is 0.0500. (3) The reactants are [Cl:1][C:2]1[CH:7]=[CH:6][C:5]([S:8]([C:11]2[CH:16]=[CH:15][C:14]([Cl:17])=[CH:13][CH:12]=2)(=[O:10])=[O:9])=[CH:4][CH:3]=1.O.[Cl-].[K+:20].O[S:22]([OH:25])(=[O:24])=[O:23].[O:26]=[S:27](=[O:29])=[O:28]. No catalyst specified. The product is [K+:20].[K+:20].[S:8]([C:11]1[CH:16]=[C:15]([S:27]([O-:29])(=[O:28])=[O:26])[C:14]([Cl:17])=[CH:13][CH:12]=1)([C:5]1[CH:6]=[C:7]([S:22]([O-:25])(=[O:24])=[O:23])[C:2]([Cl:1])=[CH:3][CH:4]=1)(=[O:9])=[O:10]. The yield is 0.620. (4) The reactants are [C:1]([O:9]CC)(=[O:8])[CH2:2][C:3](OCC)=O.[Cl:12][C:13]1[CH:14]=[C:15]([N+:20]([O-:22])=[O:21])[CH:16]=[CH:17]C=1Cl.C(=O)([O-])[O-].[Cs+].[Cs+].Cl. No catalyst specified. The product is [Cl:12][C:13]1[CH:14]=[C:15]([N+:20]([O-:22])=[O:21])[CH:16]=[CH:17][C:3]=1[CH2:2][C:1]([OH:9])=[O:8]. The yield is 0.870. (5) The yield is 0.670. The catalyst is CO.O. The reactants are [N:1]1[CH:6]=[CH:5][CH:4]=[C:3]([CH2:7][S:8][C:9]2[CH:18]=[CH:17][CH:16]=[CH:15][C:10]=2[C:11]([O:13]C)=[O:12])[CH:2]=1.[Li+].[OH-].O. The product is [N:1]1[CH:6]=[CH:5][CH:4]=[C:3]([CH2:7][S:8][C:9]2[CH:18]=[CH:17][CH:16]=[CH:15][C:10]=2[C:11]([OH:13])=[O:12])[CH:2]=1. (6) The reactants are [Si:1]([O:8][C:9]([CH3:19])([CH3:18])[CH2:10][N:11]1[CH:15]=[C:14](I)[N:13]=[C:12]1[CH3:17])([C:4]([CH3:7])([CH3:6])[CH3:5])([CH3:3])[CH3:2].C([Mg]Br)C.[CH3:24][Sn:25](Cl)([CH3:27])[CH3:26]. The yield is 0.630. The catalyst is C(Cl)Cl. The product is [Si:1]([O:8][C:9]([CH3:19])([CH3:18])[CH2:10][N:11]1[CH:15]=[C:14]([Sn:25]([CH3:27])([CH3:26])[CH3:24])[N:13]=[C:12]1[CH3:17])([C:4]([CH3:7])([CH3:6])[CH3:5])([CH3:3])[CH3:2]. (7) The reactants are Cl[C:2]1[C:3]2[C:10]([I:11])=[CH:9][N:8]([C@@H:12]3[CH2:17][CH2:16][CH2:15][N:14]([C:18]([O:20][C:21]([CH3:24])([CH3:23])[CH3:22])=[O:19])[CH2:13]3)[C:4]=2[N:5]=[CH:6][N:7]=1.[NH3:25]. The catalyst is CC(O)C. The product is [NH2:25][C:2]1[C:3]2[C:10]([I:11])=[CH:9][N:8]([C@@H:12]3[CH2:17][CH2:16][CH2:15][N:14]([C:18]([O:20][C:21]([CH3:24])([CH3:23])[CH3:22])=[O:19])[CH2:13]3)[C:4]=2[N:5]=[CH:6][N:7]=1. The yield is 0.780. (8) The reactants are F[C:2]1[CH:11]=[C:10]([F:12])[CH:9]=[C:8]2[C:3]=1[C:4](=[O:13])[NH:5][CH:6]=[N:7]2.[CH:14]([OH:17])([CH3:16])[CH3:15]. No catalyst specified. The product is [F:12][C:10]1[CH:9]=[C:8]2[C:3]([C:4](=[O:13])[NH:5][CH:6]=[N:7]2)=[C:2]([O:17][CH:14]([CH3:16])[CH3:15])[CH:11]=1. The yield is 0.730. (9) The reactants are [OH:1][C:2]1[CH:7]=[CH:6][C:5](/[CH:8]=[CH:9]/[C:10]([OH:12])=[O:11])=[CH:4][C:3]=1[O:13][CH3:14].S(=O)(=O)(O)O.O.[CH3:21]O. No catalyst specified. The product is [OH:1][C:2]1[CH:7]=[CH:6][C:5](/[CH:8]=[CH:9]/[C:10]([O:12][CH3:21])=[O:11])=[CH:4][C:3]=1[O:13][CH3:14]. The yield is 0.970.